This data is from Forward reaction prediction with 1.9M reactions from USPTO patents (1976-2016). The task is: Predict the product of the given reaction. (1) Given the reactants C1N(CCCS(O)(=O)=O)CCOC1.[OH-].[Na+].[C@@H]1([N:25]2[C:35]3[N:34]=[C:32]([NH2:33])[NH:31][C:29](=[O:30])[C:28]=3[N:27]=[CH:26]2)O[C@H](CO)[C@@H](O)[C@H]1O.P(OC[C@H]1O[C@@H](N2C3N=C(N)NC(=O)C=3N=C2)[C@H](O)[C@@H]1O)(O)(O)=O, predict the reaction product. The product is: [NH:31]1[C:29](=[O:30])[C:28]2[NH:27][CH:26]=[N:25][C:35]=2[N:34]=[C:32]1[NH2:33]. (2) Given the reactants [NH2:1][C:2]1[CH:3]=[C:4]([CH:21]=[CH:22][CH:23]=1)[O:5][C:6]1[CH:7]=[CH:8][C:9]2[N:10]([CH:12]=[C:13]([NH:15][C:16]([CH:18]3[CH2:20][CH2:19]3)=[O:17])[N:14]=2)[N:11]=1.[F:24][C:25]([F:36])([F:35])[C:26]1[CH:27]=[C:28]([N:32]=[C:33]=[O:34])[CH:29]=[CH:30][CH:31]=1.C1(C)C=CC=CC=1, predict the reaction product. The product is: [F:24][C:25]([F:35])([F:36])[C:26]1[CH:27]=[C:28]([NH:32][C:33]([NH:1][C:2]2[CH:3]=[C:4]([CH:21]=[CH:22][CH:23]=2)[O:5][C:6]2[CH:7]=[CH:8][C:9]3[N:10]([CH:12]=[C:13]([NH:15][C:16]([CH:18]4[CH2:20][CH2:19]4)=[O:17])[N:14]=3)[N:11]=2)=[O:34])[CH:29]=[CH:30][CH:31]=1. (3) Given the reactants [OH:1][C:2]1[CH:10]=[C:9]([I:11])[CH:8]=[CH:7][C:3]=1[C:4](O)=[O:5], predict the reaction product. The product is: [OH:5][CH2:4][C:3]1[CH:7]=[CH:8][C:9]([I:11])=[CH:10][C:2]=1[OH:1]. (4) The product is: [F:19][C:16]([F:17])([F:18])[C:41]([OH:40])=[O:36].[CH3:26][C:23]1([CH3:27])[C:24](=[O:25])[N:20]([C:11]2[CH:12]=[CH:13][C:14]([O:15][C:16]([F:17])([F:18])[F:19])=[C:9]([NH:8][C:41](=[O:40])[C:37]3[CH:38]=[CH:39][CH:4]=[N:3][CH:1]=3)[CH:10]=2)[C:21](=[O:35])[N:22]1[CH2:28][C:29]1[CH:34]=[CH:33][N:32]=[CH:31][CH:30]=1. Given the reactants [CH2:1]([N:3](CC)[CH2:4]C)C.[NH2:8][C:9]1[CH:10]=[C:11]([N:20]2[C:24](=[O:25])[C:23]([CH3:27])([CH3:26])[N:22]([CH2:28][C:29]3[CH:34]=[CH:33][N:32]=[CH:31][CH:30]=3)[C:21]2=[O:35])[CH:12]=[CH:13][C:14]=1[O:15][C:16]([F:19])([F:18])[F:17].[OH2:36].[CH2:37]1[CH2:41][O:40][CH2:39][CH2:38]1, predict the reaction product.